This data is from Catalyst prediction with 721,799 reactions and 888 catalyst types from USPTO. The task is: Predict which catalyst facilitates the given reaction. (1) Reactant: [Br:1][C:2]1[CH:3]=[C:4]([N:9]2[C:13](=[O:14])[O:12][N:11]=[C:10]2[C:15]2[C:16]([NH:20][CH2:21][CH2:22][NH:23][S:24]([NH:27]C(=O)OCC(Cl)(Cl)Cl)(=[O:26])=[O:25])=[N:17][O:18][N:19]=2)[CH:5]=[CH:6][C:7]=1[F:8].C(O)(=O)C. Product: [Br:1][C:2]1[CH:3]=[C:4]([N:9]2[C:13](=[O:14])[O:12][N:11]=[C:10]2[C:15]2[C:16]([NH:20][CH2:21][CH2:22][NH:23][S:24]([NH2:27])(=[O:25])=[O:26])=[N:17][O:18][N:19]=2)[CH:5]=[CH:6][C:7]=1[F:8]. The catalyst class is: 772. (2) The catalyst class is: 252. Reactant: [CH2:1]([CH:3]1[O:5][CH2:4]1)Cl.[Cl:6][C:7]1[CH:35]=[CH:34][C:10]([CH2:11][C:12]2[N:13]=[C:14]([O:30][CH2:31][CH2:32][CH3:33])[C:15]3[N:20]=[C:19]([C:21]4[CH:26]=[C:25]([CH3:27])[C:24]([OH:28])=[C:23]([CH3:29])[CH:22]=4)[O:18][C:16]=3[N:17]=2)=[CH:9][CH:8]=1.[OH-].[Na+].C(OCC)(=O)C. Product: [Cl:6][C:7]1[CH:35]=[CH:34][C:10]([CH2:11][C:12]2[N:13]=[C:14]([O:30][CH2:31][CH2:32][CH3:33])[C:15]3[N:20]=[C:19]([C:21]4[CH:22]=[C:23]([CH3:29])[C:24]([O:28][CH2:1][CH:3]5[CH2:4][O:5]5)=[C:25]([CH3:27])[CH:26]=4)[O:18][C:16]=3[N:17]=2)=[CH:9][CH:8]=1.